From a dataset of Reaction yield outcomes from USPTO patents with 853,638 reactions. Predict the reaction yield, written as a fraction of the theoretical maximum amount of product (1.0 means a 100% yield; for example, 0.34 means a 34% yield). (1) The yield is 0.977. The reactants are [C:1]1(C)C=CC=C(C#N)C=1.NO.[OH:12][N:13]=[C:14]([NH2:21])[C:15]1[CH:20]=[CH:19][CH:18]=[CH:17][CH:16]=1. The product is [OH:12][N:13]=[C:14]([NH2:21])[C:15]1[CH:20]=[CH:19][CH:18]=[C:17]([CH3:1])[CH:16]=1. The catalyst is CCO. (2) The reactants are [CH3:1][C:2]1[C:7]([CH:8]([CH2:13][CH2:14][CH3:15])[C:9]([O:11]C)=[O:10])=[C:6]([C:16]2[CH:25]=[CH:24][C:19]3[NH:20][C:21](=[O:23])[NH:22][C:18]=3[CH:17]=2)[N:5]=[C:4]([C:26]2[CH:31]=[CH:30][CH:29]=[CH:28][CH:27]=2)[N:3]=1.[OH-].[Na+]. The catalyst is CO. The product is [CH3:1][C:2]1[C:7]([CH:8]([CH2:13][CH2:14][CH3:15])[C:9]([OH:11])=[O:10])=[C:6]([C:16]2[CH:25]=[CH:24][C:19]3[NH:20][C:21](=[O:23])[NH:22][C:18]=3[CH:17]=2)[N:5]=[C:4]([C:26]2[CH:31]=[CH:30][CH:29]=[CH:28][CH:27]=2)[N:3]=1. The yield is 0.130. (3) The catalyst is C(OCC)(=O)C. The reactants are [CH2:1]([C:5]1[N:9]([CH2:10][C:11]2[CH:16]=[CH:15][C:14]([C:17]3[C:18]([C:23]#[N:24])=[CH:19][CH:20]=[CH:21][CH:22]=3)=[CH:13][CH:12]=2)[C:8](=[O:25])[NH:7][N:6]=1)[CH2:2][CH2:3][CH3:4].CC(C)([O-])C.[K+].CN(C)C=O.Br[CH2:38][C:39](=[O:44])[C:40]([CH3:43])([CH3:42])[CH3:41]. The yield is 0.920. The product is [CH2:1]([C:5]1[N:9]([CH2:10][C:11]2[CH:16]=[CH:15][C:14]([C:17]3[C:18]([C:23]#[N:24])=[CH:19][CH:20]=[CH:21][CH:22]=3)=[CH:13][CH:12]=2)[C:8](=[O:25])[N:7]([CH2:38][C:39](=[O:44])[C:40]([CH3:43])([CH3:42])[CH3:41])[N:6]=1)[CH2:2][CH2:3][CH3:4]. (4) The reactants are C(O[C:4](=[O:22])[CH2:5][C:6]1[NH:10][C:9]2[CH:11]=[C:12]([N:15]3[CH2:20][CH2:19][N:18]([CH3:21])[CH2:17][CH2:16]3)[CH:13]=[CH:14][C:8]=2[N:7]=1)C.[NH2:23][C:24]1[CH:31]=[CH:30][CH:29]=[C:28]([F:32])[C:25]=1[C:26]#[N:27].C[Si]([N-][Si](C)(C)C)(C)C.[K+].[K]. The catalyst is C1COCC1. The product is [NH2:27][C:26]1[C:25]2[C:24](=[CH:31][CH:30]=[CH:29][C:28]=2[F:32])[NH:23][C:4](=[O:22])[C:5]=1[C:6]1[NH:10][C:9]2[CH:11]=[C:12]([N:15]3[CH2:16][CH2:17][N:18]([CH3:21])[CH2:19][CH2:20]3)[CH:13]=[CH:14][C:8]=2[N:7]=1. The yield is 0.479. (5) The product is [Cl:22][C:4]1[CH:5]=[CH:6][C:7]2[C:8]3[CH:9]=[N:10][CH:11]=[CH:12][C:13]=3[NH:14][C:2]=2[N:3]=1. The reactants are Cl[C:2]1[C:7]([C:8]2[CH:9]=[N:10][CH:11]=[CH:12][C:13]=2[NH:14]C(=O)OC(C)(C)C)=[CH:6][CH:5]=[C:4]([Cl:22])[N:3]=1.C(=O)([O-])[O-].[K+].[K+].C1OCCOCCOCCOCCOCCOC1.O. The catalyst is CN(C=O)C.CO. The yield is 0.630. (6) The reactants are Br[C:2]1[CH:7]=[CH:6][C:5]([C:8](=[O:19])[CH2:9][CH:10]([CH2:16][CH2:17][CH3:18])[C:11]([O:13][CH2:14][CH3:15])=[O:12])=[CH:4][CH:3]=1.[N+:20]([C:23]1[CH:28]=[CH:27][C:26](B(O)O)=[CH:25][CH:24]=1)([O-:22])=[O:21].C(=O)([O-])[O-].[Na+].[Na+]. The catalyst is C1(C)C=CC=CC=1.O1CCOCC1. The product is [N+:20]([C:23]1[CH:28]=[CH:27][C:26]([C:2]2[CH:7]=[CH:6][C:5]([C:8](=[O:19])[CH2:9][CH:10]([CH2:16][CH2:17][CH3:18])[C:11]([O:13][CH2:14][CH3:15])=[O:12])=[CH:4][CH:3]=2)=[CH:25][CH:24]=1)([O-:22])=[O:21]. The yield is 0.480. (7) The reactants are [N+:1]([C:4]1[CH:5]=[C:6]([CH3:11])[C:7]([CH3:10])=[CH:8][CH:9]=1)([O-:3])=[O:2].C1C(=O)N(Br)C(=O)C1.C(OOC(=O)C1C=CC=CC=1)(=O)C1C=CC=CC=1.C([O-])([O-])=O.[Na+].[Na+].[CH2:44]([NH2:51])[C:45]1[CH:50]=[CH:49][CH:48]=[CH:47][CH:46]=1. The catalyst is CC(C)=O.O.C(Cl)(Cl)(Cl)Cl. The product is [CH2:44]([N:51]1[CH2:11][C:6]2[C:7](=[CH:8][CH:9]=[C:4]([N+:1]([O-:3])=[O:2])[CH:5]=2)[CH2:10]1)[C:45]1[CH:50]=[CH:49][CH:48]=[CH:47][CH:46]=1. The yield is 0.330.